Task: Predict the reactants needed to synthesize the given product.. Dataset: Full USPTO retrosynthesis dataset with 1.9M reactions from patents (1976-2016) (1) The reactants are: [F:1][C:2]1[CH:3]=[C:4]([N:8]2[CH2:12][CH:11]([C:13]3[CH:18]=[CH:17][CH:16]=[CH:15][CH:14]=3)[C:10]([CH:19]=[O:20])=[N:9]2)[CH:5]=[CH:6][CH:7]=1.C[Li].[CH3:23]C(OI1(OC(C)=O)(OC(C)=O)OC(=O)C2C=CC=CC1=2)=O.S([O-])([O-])(=O)=S.[Na+].[Na+].C([O-])(O)=O.[Na+]. Given the product [F:1][C:2]1[CH:3]=[C:4]([N:8]2[CH2:12][CH:11]([C:13]3[CH:14]=[CH:15][CH:16]=[CH:17][CH:18]=3)[C:10]([C:19](=[O:20])[CH3:23])=[N:9]2)[CH:5]=[CH:6][CH:7]=1, predict the reactants needed to synthesize it. (2) Given the product [C:22]([O:21][C:19]([N:18]1[C:14]([CH2:13][CH2:12][CH2:11][CH2:10][C:9]([OH:26])=[O:8])=[CH:15][N:16]=[CH:17]1)=[O:20])([CH3:25])([CH3:23])[CH3:24], predict the reactants needed to synthesize it. The reactants are: C([O:8][C:9](=[O:26])[CH2:10][CH2:11][C:12]#[C:13][C:14]1[N:18]([C:19]([O:21][C:22]([CH3:25])([CH3:24])[CH3:23])=[O:20])[CH:17]=[N:16][CH:15]=1)C1C=CC=CC=1.[H][H]. (3) Given the product [CH2:17]([CH:16]1[NH:15][C:11]2([CH2:12][CH2:13][N:8]([C:6]([O:5][C:1]([CH3:4])([CH3:3])[CH3:2])=[O:7])[CH2:9][CH2:10]2)[NH:26][C:24]1=[O:25])[C:18]1[CH:23]=[CH:22][CH:21]=[CH:20][CH:19]=1, predict the reactants needed to synthesize it. The reactants are: [C:1]([O:5][C:6]([N:8]1[CH2:13][CH2:12][CH2:11][CH2:10][C:9]1=O)=[O:7])([CH3:4])([CH3:3])[CH3:2].[NH2:15][C@H:16]([C:24]([NH2:26])=[O:25])[CH2:17][C:18]1[CH:23]=[CH:22][CH:21]=[CH:20][CH:19]=1. (4) Given the product [Br:1][C:2]1[C:7]([F:8])=[CH:6][C:5]([N:9]2[C:18]3[C:13](=[CH:14][C:15]([S:19]([N:22]([C:23]4[CH:27]=[CH:26][O:25][N:24]=4)[CH2:48][C:47]4[CH:50]=[CH:51][C:44]([O:43][CH3:42])=[CH:45][CH:46]=4)(=[O:20])=[O:21])=[CH:16][CH:17]=3)[CH:12]=[CH:11][C:10]2=[O:28])=[C:4]([O:29][CH3:30])[CH:3]=1, predict the reactants needed to synthesize it. The reactants are: [Br:1][C:2]1[C:7]([F:8])=[CH:6][C:5]([N:9]2[C:18]3[C:13](=[CH:14][C:15]([S:19]([NH:22][C:23]4[CH:27]=[CH:26][O:25][N:24]=4)(=[O:21])=[O:20])=[CH:16][CH:17]=3)[CH:12]=[CH:11][C:10]2=[O:28])=[C:4]([O:29][CH3:30])[CH:3]=1.C(=O)([O-])[O-].[Cs+].[Cs+].CN(C=O)C.[CH3:42][O:43][C:44]1[CH:51]=[CH:50][C:47]([CH2:48]Cl)=[CH:46][CH:45]=1. (5) Given the product [C:1]([C:3]1[CH:4]=[C:5]([S:9]([N:12]2[CH2:43][C@H:42]([S:44][CH:45]3[CH2:49][CH2:48][CH2:47][CH2:46]3)[CH2:41][C@H:13]2[C:14]([NH:16][C@H:17]([C:36]([OH:38])=[O:37])[CH2:18][C:19]2[CH:24]=[CH:23][C:22]([NH:25][C:26](=[O:35])[C:27]3[C:28]([Cl:34])=[CH:29][N:30]=[CH:31][C:32]=3[Cl:33])=[CH:21][CH:20]=2)=[O:15])(=[O:11])=[O:10])[CH:6]=[CH:7][CH:8]=1)#[N:2], predict the reactants needed to synthesize it. The reactants are: [C:1]([C:3]1[CH:4]=[C:5]([S:9]([N:12]2[CH2:43][C@H:42]([S:44][CH:45]3[CH2:49][CH2:48][CH2:47][CH2:46]3)[CH2:41][C@H:13]2[C:14]([NH:16][C@H:17]([C:36]([O:38]CC)=[O:37])[CH2:18][C:19]2[CH:24]=[CH:23][C:22]([NH:25][C:26](=[O:35])[C:27]3[C:32]([Cl:33])=[CH:31][N:30]=[CH:29][C:28]=3[Cl:34])=[CH:21][CH:20]=2)=[O:15])(=[O:11])=[O:10])[CH:6]=[CH:7][CH:8]=1)#[N:2].[Li+].[OH-]. (6) Given the product [CH3:68][O:67][C:65]1[CH:64]=[C:62]([NH:63][CH:17]([C:18]2[CH:19]=[CH:20][CH:21]=[CH:22][CH:23]=2)[C:16]([C:12]2[C:11]3[C:15](=[C:7]([CH2:6][CH2:5][S:2]([CH3:1])(=[O:4])=[O:3])[CH:8]=[CH:9][CH:10]=3)[NH:14][CH:13]=2)=[O:24])[CH:61]=[C:60]([O:59][CH3:58])[CH:66]=1, predict the reactants needed to synthesize it. The reactants are: [CH3:1][S:2]([CH2:5][CH2:6][C:7]1[CH:8]=[CH:9][CH:10]=[C:11]2[C:15]=1[NH:14][CH:13]=[C:12]2[C:16](=[O:24])[CH2:17][C:18]1[CH:23]=[CH:22][CH:21]=[CH:20][CH:19]=1)(=[O:4])=[O:3].[Br-].[Br-].[Br-].C1([N+](C)(C)C)C=CC=CC=1.C1([N+](C)(C)C)C=CC=CC=1.C1([N+](C)(C)C)C=CC=CC=1.[CH3:58][O:59][C:60]1[CH:61]=[C:62]([CH:64]=[C:65]([O:67][CH3:68])[CH:66]=1)[NH2:63]. (7) Given the product [CH3:1][N:2]([CH3:22])[C:3]1[S:7][C:6]([C:8]2[NH:13][C:12](=[O:14])[C:11]([C:15]([OH:17])=[O:16])=[C:10]([OH:19])[C:9]=2[CH2:20][CH3:21])=[CH:5][CH:4]=1, predict the reactants needed to synthesize it. The reactants are: [CH3:1][N:2]([CH3:22])[C:3]1[S:7][C:6]([C:8]2[NH:13][C:12](=[O:14])[C:11]([C:15]([O:17]C)=[O:16])=[C:10]([OH:19])[C:9]=2[CH2:20][CH3:21])=[CH:5][CH:4]=1.[Li+].[I-].CCOCC.Cl. (8) Given the product [Cl:1][C:2]1[CH:3]=[C:4]2[C:8](=[CH:9][CH:10]=1)[N:7]([S:11]([C:14]1[CH:19]=[CH:18][C:17]([O:20][CH3:21])=[CH:16][C:15]=1[O:22][C:23]([F:24])([F:26])[F:25])(=[O:13])=[O:12])[C:6](=[O:27])[C:5]2([N:39]1[CH2:48][C@H:47]([OH:49])[CH2:46][C@H:40]1[C:41]([N:43]([CH3:44])[CH3:45])=[O:42])[C:28]1[CH:33]=[C:32]([CH2:34][CH2:35][N:50]2[CH2:54][CH2:53][CH2:52][CH2:51]2)[CH:31]=[CH:30][C:29]=1[O:37][CH3:38], predict the reactants needed to synthesize it. The reactants are: [Cl:1][C:2]1[CH:3]=[C:4]2[C:8](=[CH:9][CH:10]=1)[N:7]([S:11]([C:14]1[CH:19]=[CH:18][C:17]([O:20][CH3:21])=[CH:16][C:15]=1[O:22][C:23]([F:26])([F:25])[F:24])(=[O:13])=[O:12])[C:6](=[O:27])[C:5]2([N:39]1[CH2:48][C@H:47]([OH:49])[CH2:46][C@H:40]1[C:41]([N:43]([CH3:45])[CH3:44])=[O:42])[C:28]1[CH:33]=[C:32]([CH2:34][CH:35]=O)[CH:31]=[CH:30][C:29]=1[O:37][CH3:38].[NH:50]1[CH2:54][CH2:53][CH2:52][CH2:51]1. (9) Given the product [C:13]([C:12]1[C:2]([C:27]2[CH:32]=[CH:31][CH:30]=[CH:29][C:28]=2[CH:16]([CH3:17])[CH3:23])=[CH:3][C:4]([C:5]([O:7][CH2:8][CH3:9])=[O:6])=[CH:10][CH:11]=1)#[N:14], predict the reactants needed to synthesize it. The reactants are: Br[C:2]1[CH:3]=[C:4]([CH:10]=[CH:11][C:12]=1[C:13]#[N:14])[C:5]([O:7][CH2:8][CH3:9])=[O:6].Br[C:16]1[CH:17]=C(C=C[C:23]=1F)C=O.CO[C:27]1[CH:32]=[CH:31][CH:30]=[CH:29][C:28]=1B(O)O. (10) Given the product [C:1]([C:3]1[CH:8]=[CH:7][CH:6]=[CH:5][C:4]=1[NH:9][C:10]1[N:27]=[C:13]2[CH:14]=[N:15][C:16]([C:18]3[CH:19]=[C:20]([CH:24]=[CH:25][CH:26]=3)[C:21]([NH:42][CH:37]3[CH2:41][CH2:40][CH2:39][CH2:38]3)=[O:23])=[CH:17][N:12]2[N:11]=1)#[N:2], predict the reactants needed to synthesize it. The reactants are: [C:1]([C:3]1[CH:8]=[CH:7][CH:6]=[CH:5][C:4]=1[NH:9][C:10]1[N:27]=[C:13]2[CH:14]=[N:15][C:16]([C:18]3[CH:19]=[C:20]([CH:24]=[CH:25][CH:26]=3)[C:21]([OH:23])=O)=[CH:17][N:12]2[N:11]=1)#[N:2].CCN(C(C)C)C(C)C.[CH:37]1([NH2:42])[CH2:41][CH2:40][CH2:39][CH2:38]1.CN(C(ON1N=NC2C=CC=NC1=2)=[N+](C)C)C.F[P-](F)(F)(F)(F)F.